Dataset: Full USPTO retrosynthesis dataset with 1.9M reactions from patents (1976-2016). Task: Predict the reactants needed to synthesize the given product. (1) Given the product [O:10]1[C:9]2([CH2:14][CH2:15][CH:6]([CH2:4][OH:3])[CH2:7][CH2:8]2)[O:13][CH2:12][CH2:11]1, predict the reactants needed to synthesize it. The reactants are: C([O:3][C:4]([CH:6]1[CH2:15][CH2:14][C:9]2([O:13][CH2:12][CH2:11][O:10]2)[CH2:8][CH2:7]1)=O)C.[H-].[Al+3].[Li+].[H-].[H-].[H-]. (2) The reactants are: [C:1]1(=[C:8]([C:16]2[CH:21]=[CH:20][C:19]([OH:22])=[CH:18][CH:17]=2)[C:9]2[CH:14]=[CH:13][C:12]([OH:15])=[CH:11][CH:10]=2)[CH2:7][CH2:6][CH2:5][CH2:4][CH2:3][CH2:2]1.C([O-])([O-])=O.[K+].[K+].Br[C:30]([CH3:37])([CH3:36])[C:31]([O:33][CH2:34][CH3:35])=[O:32]. Given the product [C:1]1(=[C:8]([C:9]2[CH:14]=[CH:13][C:12]([OH:15])=[CH:11][CH:10]=2)[C:16]2[CH:21]=[CH:20][C:19]([O:22][C:30]([CH3:37])([CH3:36])[C:31]([O:33][CH2:34][CH3:35])=[O:32])=[CH:18][CH:17]=2)[CH2:2][CH2:3][CH2:4][CH2:5][CH2:6][CH2:7]1, predict the reactants needed to synthesize it. (3) Given the product [C:11]([C:10]1[CH:9]=[CH:17][CH:16]=[CH:15][CH:14]=1)(=[O:7])[CH3:12], predict the reactants needed to synthesize it. The reactants are: [CH2:9](NC(=[O:7])[O-:7])[CH2:10][CH2:11][CH3:12].[CH2:9]([NH3+])[CH2:10][CH2:11][CH3:12].[C:14]1(C)C=C[CH:17]=[CH:16][CH:15]=1. (4) Given the product [C:10]1([C:23]2[CH:28]=[CH:27][CH:26]=[CH:25][CH:24]=2)[CH:15]=[CH:14][CH:13]=[C:12]([C:16]2[CH:21]=[CH:20][C:19]([C:4]([CH3:7])([CH3:6])[CH3:5])=[CH:18][N:17]=2)[CH:11]=1, predict the reactants needed to synthesize it. The reactants are: [Cu]C#N.[C:4]([Mg]Cl)([CH3:7])([CH3:6])[CH3:5].[C:10]1([C:23]2[CH:28]=[CH:27][CH:26]=[CH:25][CH:24]=2)[CH:15]=[CH:14][CH:13]=[C:12]([C:16]2[CH:21]=[CH:20][C:19](Br)=[CH:18][N:17]=2)[CH:11]=1.[OH-].[NH4+]. (5) Given the product [CH3:30][N:29]([CH3:31])[C:26]1[N:27]=[CH:28][C:23]([C:2]2[CH:3]=[C:4]([CH:16]=[O:17])[C:5]([N:8]3[CH2:13][C@H:12]([CH3:14])[O:11][C@H:10]([CH3:15])[CH2:9]3)=[N:6][CH:7]=2)=[CH:24][N:25]=1, predict the reactants needed to synthesize it. The reactants are: Br[C:2]1[CH:3]=[C:4]([CH:16]=[O:17])[C:5]([N:8]2[CH2:13][C@@H:12]([CH3:14])[O:11][C@@H:10]([CH3:15])[CH2:9]2)=[N:6][CH:7]=1.C([Sn](CCCC)(CCCC)[C:23]1[CH:24]=[N:25][C:26]([N:29]([CH3:31])[CH3:30])=[N:27][CH:28]=1)CCC.